Dataset: Forward reaction prediction with 1.9M reactions from USPTO patents (1976-2016). Task: Predict the product of the given reaction. (1) Given the reactants [H-].[Al+3].[Li+].[H-].[H-].[H-].C([O:9][C:10]([C:12]1([CH:18]2[CH2:23][CH2:22][CH2:21][CH2:20][CH2:19]2)[CH2:17][CH2:16][NH:15][CH2:14][CH2:13]1)=O)C, predict the reaction product. The product is: [CH:18]1([C:12]2([CH2:10][OH:9])[CH2:13][CH2:14][NH:15][CH2:16][CH2:17]2)[CH2:19][CH2:20][CH2:21][CH2:22][CH2:23]1. (2) Given the reactants Cl[C:2]1[S:3][C:4]([C:11]2[CH:16]=[CH:15][CH:14]=[CH:13][C:12]=2[F:17])=[C:5]2[C:9](=[O:10])[CH2:8][CH2:7][C:6]=12.[N:18]1[CH:23]=[CH:22][C:21](B(O)O)=[CH:20][CH:19]=1.C([O-])(O)=O.[Na+], predict the reaction product. The product is: [F:17][C:12]1[CH:13]=[CH:14][CH:15]=[CH:16][C:11]=1[C:4]1[S:3][C:2]([C:21]2[CH:22]=[CH:23][N:18]=[CH:19][CH:20]=2)=[C:6]2[CH2:7][CH2:8][C:9](=[O:10])[C:5]=12. (3) Given the reactants Cl[C:2]1[N:7]=[CH:6][C:5]([C:8]2[CH:13]=[C:12]([C:14]([F:17])([F:16])[F:15])[CH:11]=[CH:10][C:9]=2[NH:18][C:19]([C:21]2[C:26](=[O:27])[N:25]([CH2:28][C:29]3[CH:34]=[CH:33][CH:32]=[C:31]([F:35])[C:30]=3[F:36])[N:24]3[CH2:37][CH2:38][CH2:39][C@:23]3([CH3:40])[C:22]=2[OH:41])=[O:20])=[CH:4][C:3]=1[C:42]#[N:43].C(O)(=O)C(O)=O.[CH2:50]1[C:53]2([CH2:56][NH:55][CH2:54]2)[CH2:52][O:51]1.C(N(CC)C(C)C)(C)C.P([O-])(O)(O)=O.[K+], predict the reaction product. The product is: [C:42]([C:3]1[CH:4]=[C:5]([C:8]2[CH:13]=[C:12]([C:14]([F:16])([F:17])[F:15])[CH:11]=[CH:10][C:9]=2[NH:18][C:19]([C:21]2[C:26](=[O:27])[N:25]([CH2:28][C:29]3[CH:34]=[CH:33][CH:32]=[C:31]([F:35])[C:30]=3[F:36])[N:24]3[CH2:37][CH2:38][CH2:39][C@:23]3([CH3:40])[C:22]=2[OH:41])=[O:20])[CH:6]=[N:7][C:2]=1[N:55]1[CH2:56][C:53]2([CH2:50][O:51][CH2:52]2)[CH2:54]1)#[N:43]. (4) Given the reactants [OH:1][C:2]([CH3:17])([CH3:16])[CH2:3][O:4][N:5]1[C:13](=[O:14])[C:12]2[C:7](=[CH:8][CH:9]=[CH:10][CH:11]=2)[C:6]1=[O:15].N1C(C)=CC=CC=1C.FC(F)(F)S(O[Si:32]([C:35]([CH3:38])([CH3:37])[CH3:36])([CH3:34])[CH3:33])(=O)=O, predict the reaction product. The product is: [Si:32]([O:1][C:2]([CH3:17])([CH3:16])[CH2:3][O:4][N:5]1[C:6](=[O:15])[C:7]2[C:12](=[CH:11][CH:10]=[CH:9][CH:8]=2)[C:13]1=[O:14])([C:35]([CH3:38])([CH3:37])[CH3:36])([CH3:34])[CH3:33].